From a dataset of Forward reaction prediction with 1.9M reactions from USPTO patents (1976-2016). Predict the product of the given reaction. (1) Given the reactants [N+:1]([C:4]1[CH:14]=[CH:13][C:7]2[NH:8][C:9](=[O:12])[CH2:10][S:11][C:6]=2[CH:5]=1)([O-:3])=[O:2].[H-].[Na+].[CH3:17]I, predict the reaction product. The product is: [N+:1]([C:4]1[CH:14]=[CH:13][C:7]2[N:8]([CH3:17])[C:9](=[O:12])[CH2:10][S:11][C:6]=2[CH:5]=1)([O-:3])=[O:2]. (2) Given the reactants [C:1]([C:3]1[CH:4]=[C:5]([C:13]2[O:17][N:16]=[C:15]([C:18]3[CH:23]=[CH:22][C:21]([O:24][CH2:25][C:26]([O:28]CC)=[O:27])=[CH:20][C:19]=3[CH2:31][CH3:32])[N:14]=2)[CH:6]=[CH:7][C:8]=1[O:9][CH:10]([CH3:12])[CH3:11])#[N:2].[OH-].[Na+], predict the reaction product. The product is: [C:1]([C:3]1[CH:4]=[C:5]([C:13]2[O:17][N:16]=[C:15]([C:18]3[CH:23]=[CH:22][C:21]([O:24][CH2:25][C:26]([OH:28])=[O:27])=[CH:20][C:19]=3[CH2:31][CH3:32])[N:14]=2)[CH:6]=[CH:7][C:8]=1[O:9][CH:10]([CH3:12])[CH3:11])#[N:2]. (3) Given the reactants [BH4-].[Na+].CO.[CH3:5][C:6]1([CH3:20])[C:11](=[O:12])[CH2:10][CH2:9][N:8]([C:13]([O:15][C:16]([CH3:19])([CH3:18])[CH3:17])=[O:14])[CH2:7]1, predict the reaction product. The product is: [OH:12][CH:11]1[CH2:10][CH2:9][N:8]([C:13]([O:15][C:16]([CH3:19])([CH3:18])[CH3:17])=[O:14])[CH2:7][C:6]1([CH3:20])[CH3:5]. (4) Given the reactants [NH2:1][C:2]1[S:3][C:4]2[CH2:15][CH2:14][CH:13]([C:16]([O:18][CH2:19][CH3:20])=[O:17])[CH2:12][C:5]=2[C:6]=1[C:7](OCC)=[O:8].C(O)(=O)C.[CH:25](N)=[NH:26], predict the reaction product. The product is: [OH:8][C:7]1[C:6]2[C:5]3[CH2:12][CH:13]([C:16]([O:18][CH2:19][CH3:20])=[O:17])[CH2:14][CH2:15][C:4]=3[S:3][C:2]=2[N:1]=[CH:25][N:26]=1. (5) Given the reactants [CH3:1][C:2]1([CH3:15])[O:7][C:6]2[CH:8]=[CH:9][C:10]([C:12]#[N:13])=[CH:11][C:5]=2[C:4](=[O:14])[O:3]1.C(O)(=O)C.N#N, predict the reaction product. The product is: [C:2]([OH:7])(=[O:3])[CH3:1].[NH2:13][CH2:12][C:10]1[CH:9]=[CH:8][C:6]2[O:7][C:2]([CH3:15])([CH3:1])[O:3][C:4](=[O:14])[C:5]=2[CH:11]=1. (6) Given the reactants [C:1]([O:5][C:6](=[O:18])[NH:7][C:8]1[C:9]([CH3:17])=[N:10][N:11]2[CH:15]=[C:14]([CH3:16])[S:13][C:12]=12)([CH3:4])([CH3:3])[CH3:2].C([Li])CCC.[Br:24]C(F)(F)C(F)(F)Br.[Cl-].[NH4+], predict the reaction product. The product is: [C:1]([O:5][C:6](=[O:18])[NH:7][C:8]1[C:9]([CH3:17])=[N:10][N:11]2[C:15]([Br:24])=[C:14]([CH3:16])[S:13][C:12]=12)([CH3:4])([CH3:3])[CH3:2].